Dataset: Forward reaction prediction with 1.9M reactions from USPTO patents (1976-2016). Task: Predict the product of the given reaction. Given the reactants [F:1][C:2]1[CH:7]=[CH:6][C:5]([C:8](=[O:11])[CH2:9][CH3:10])=[CH:4][CH:3]=1.[Br:12]Br, predict the reaction product. The product is: [Br:12][CH:9]([CH3:10])[C:8]([C:5]1[CH:4]=[CH:3][C:2]([F:1])=[CH:7][CH:6]=1)=[O:11].